Dataset: Forward reaction prediction with 1.9M reactions from USPTO patents (1976-2016). Task: Predict the product of the given reaction. (1) Given the reactants [CH3:1][C:2]1[N:7]=[C:6](/[CH:8]=[CH:9]/[C:10]2[CH:15]=[CH:14][CH:13]=[C:12](C(F)(F)F)[CH:11]=2)[N:5]=[C:4]([N:20]2[CH2:29][CH2:28][C:27]3[C:22](=CC=CC=3)C2)[CH:3]=1.[Cl:30]C1C=C(C)N=C(C=CC2C=CC=C(Cl)C=2)N=1.N1CCCC1, predict the reaction product. The product is: [Cl:30][C:12]1[CH:11]=[C:10](/[CH:9]=[CH:8]/[C:6]2[N:7]=[C:2]([CH3:1])[CH:3]=[C:4]([N:20]3[CH2:29][CH2:28][CH2:27][CH2:22]3)[N:5]=2)[CH:15]=[CH:14][CH:13]=1. (2) Given the reactants C(O[BH-](OC(=O)C)OC(=O)C)(=O)C.[Na+].[Cl:15][C:16]1[CH:17]=[C:18]([C@H:22]([NH2:24])[CH3:23])[CH:19]=[CH:20][CH:21]=1.[F:25][C:26]1[CH:31]=[CH:30][C:29]([N:32]2[C:36](=[O:37])[CH2:35][CH:34]([CH:38]=O)[CH2:33]2)=[CH:28][CH:27]=1, predict the reaction product. The product is: [Cl:15][C:16]1[CH:17]=[C:18]([C@H:22]([NH:24][CH2:38][CH:34]2[CH2:33][N:32]([C:29]3[CH:30]=[CH:31][C:26]([F:25])=[CH:27][CH:28]=3)[C:36](=[O:37])[CH2:35]2)[CH3:23])[CH:19]=[CH:20][CH:21]=1. (3) Given the reactants [N:1]1[CH:6]=[CH:5][C:4]([C:7]2[CH:15]=[CH:14][CH:13]=[C:12]3[C:8]=2[CH2:9][C:10](=[O:16])[NH:11]3)=[CH:3][CH:2]=1.[CH3:17][C:18]1[N:22]=[CH:21][NH:20][C:19]=1[CH:23]=O, predict the reaction product. The product is: [CH3:17][C:18]1[N:22]=[CH:21][NH:20][C:19]=1[CH:23]=[C:9]1[C:8]2[C:12](=[CH:13][CH:14]=[CH:15][C:7]=2[C:4]2[CH:5]=[CH:6][N:1]=[CH:2][CH:3]=2)[NH:11][C:10]1=[O:16]. (4) Given the reactants [NH2:1][C:2]1[C:7]([F:8])=[CH:6][CH:5]=[CH:4][C:3]=1[C:9]1[CH:14]=[CH:13][C:12]([C@H:15]([NH:17][C:18]([C:20]2([NH:23]C(=O)C(F)(F)F)[CH2:22][CH2:21]2)=[O:19])[CH3:16])=[C:11]([F:30])[CH:10]=1.[OH-].[Na+], predict the reaction product. The product is: [NH2:23][C:20]1([C:18]([NH:17][C@@H:15]([C:12]2[CH:13]=[CH:14][C:9]([C:3]3[CH:4]=[CH:5][CH:6]=[C:7]([F:8])[C:2]=3[NH2:1])=[CH:10][C:11]=2[F:30])[CH3:16])=[O:19])[CH2:22][CH2:21]1. (5) Given the reactants [C:1]([N:4]1[CH2:9][CH2:8][O:7][CH2:6][CH2:5]1)(=[O:3])[CH3:2].[Li+].CC([N-]C(C)C)C.C[O:19][C:20](=O)[C:21]1[CH:26]=[CH:25][CH:24]=[C:23]([O:27][S:28]([C:31]([F:34])([F:33])[F:32])(=[O:30])=[O:29])[C:22]=1[OH:35].Cl, predict the reaction product. The product is: [OH:35][C:22]1[C:21]([C:20](=[O:19])[CH2:2][C:1]([N:4]2[CH2:9][CH2:8][O:7][CH2:6][CH2:5]2)=[O:3])=[CH:26][CH:25]=[CH:24][C:23]=1[O:27][S:28]([C:31]([F:34])([F:32])[F:33])(=[O:30])=[O:29]. (6) Given the reactants [C:1](Cl)(=[O:3])[CH3:2].[NH2:5][C:6]1[S:7][C:8]([C:19]2[CH:24]=[CH:23][N:22]=[C:21]([NH:25][C:26](=[O:33])[C:27]3[CH:32]=[CH:31][CH:30]=[CH:29][CH:28]=3)[CH:20]=2)=[C:9]([C:11]2[CH:16]=[C:15]([CH3:17])[CH:14]=[C:13]([CH3:18])[CH:12]=2)[N:10]=1.C(=O)([O-])O.[Na+], predict the reaction product. The product is: [C:26]([NH:25][C:21]1[CH:20]=[C:19]([C:8]2[S:7][C:6]([NH:5][C:1](=[O:3])[CH3:2])=[N:10][C:9]=2[C:11]2[CH:16]=[C:15]([CH3:17])[CH:14]=[C:13]([CH3:18])[CH:12]=2)[CH:24]=[CH:23][N:22]=1)(=[O:33])[C:27]1[CH:32]=[CH:31][CH:30]=[CH:29][CH:28]=1. (7) Given the reactants [CH2:1]([CH:5]1[C:10](=[O:11])[NH:9][C:8]2[CH:12]=[C:13]([CH3:17])[CH:14]=[C:15]([CH3:16])[C:7]=2[O:6]1)[CH:2]([CH3:4])[CH3:3].C(=O)([O-])[O-].[K+].[K+].[C:24]([O:28][CH3:29])(=[O:27])[CH:25]=[CH2:26].C(OCC)(=O)C, predict the reaction product. The product is: [CH3:29][O:28][C:24](=[O:27])[CH2:25][CH2:26][N:9]1[C:8]2[CH:12]=[C:13]([CH3:17])[CH:14]=[C:15]([CH3:16])[C:7]=2[O:6][CH:5]([CH2:1][CH:2]([CH3:4])[CH3:3])[C:10]1=[O:11]. (8) Given the reactants [Cl:1][C:2]1[CH:3]=[C:4]([NH:8][CH2:9][C:10]2[C:19]3[C:14](=[C:15]([F:20])[CH:16]=[CH:17][CH:18]=3)[NH:13][C:12](=[O:21])[CH:11]=2)[CH:5]=[CH:6][CH:7]=1.[F:22][C:23]1[CH:31]=[CH:30][C:26]([C:27](Cl)=[O:28])=[CH:25][CH:24]=1, predict the reaction product. The product is: [Cl:1][C:2]1[CH:3]=[C:4]([N:8]([CH2:9][C:10]2[C:19]3[C:14](=[C:15]([F:20])[CH:16]=[CH:17][CH:18]=3)[NH:13][C:12](=[O:21])[CH:11]=2)[C:27](=[O:28])[C:26]2[CH:30]=[CH:31][C:23]([F:22])=[CH:24][CH:25]=2)[CH:5]=[CH:6][CH:7]=1.